This data is from Reaction yield outcomes from USPTO patents with 853,638 reactions. The task is: Predict the reaction yield, written as a fraction of the theoretical maximum amount of product (1.0 means a 100% yield; for example, 0.34 means a 34% yield). (1) The reactants are [F:1][C:2]([F:14])([F:13])[O:3][C:4]1[CH:12]=[CH:11][CH:10]=[CH:9][C:5]=1[C:6]([OH:8])=O.CN(C=O)C.C(Cl)(=O)C(Cl)=O.[CH2:26]([NH:28][CH2:29][CH3:30])[CH3:27]. The catalyst is C(Cl)Cl. The product is [CH2:26]([N:28]([CH2:29][CH3:30])[C:6](=[O:8])[C:5]1[CH:9]=[CH:10][CH:11]=[CH:12][C:4]=1[O:3][C:2]([F:1])([F:14])[F:13])[CH3:27]. The yield is 0.940. (2) The reactants are [CH3:1][C:2]1[CH:7]=[C:6]([CH3:8])[CH:5]=[CH:4][C:3]=1[C:9]1[C:14]([CH:15]([CH2:20][CH2:21][CH3:22])[C:16]([O:18]C)=[O:17])=[C:13]([CH3:23])[N:12]=[C:11]([N:24]2[CH2:29][CH2:28][CH2:27][CH2:26][CH2:25]2)[N:10]=1.[OH-].[Na+]. The catalyst is CO. The product is [CH3:1][C:2]1[CH:7]=[C:6]([CH3:8])[CH:5]=[CH:4][C:3]=1[C:9]1[C:14]([CH:15]([CH2:20][CH2:21][CH3:22])[C:16]([OH:18])=[O:17])=[C:13]([CH3:23])[N:12]=[C:11]([N:24]2[CH2:25][CH2:26][CH2:27][CH2:28][CH2:29]2)[N:10]=1. The yield is 0.880. (3) The reactants are [O:1]1[CH2:6][CH2:5][CH2:4][CH2:3][CH:2]1[N:7]1[CH:11]=[CH:10][N:9]=[CH:8]1.[Li]CCCC.[CH3:17][C:18]1([CH3:21])[CH2:20][O:19]1.CO. The catalyst is C1COCC1. The product is [CH3:17][C:18]([OH:19])([CH3:21])[CH2:20][C:8]1[N:7]([CH:2]2[CH2:3][CH2:4][CH2:5][CH2:6][O:1]2)[CH:11]=[CH:10][N:9]=1. The yield is 0.750. (4) The reactants are C([O:7][CH2:8][CH2:9][CH2:10][C@H:11]1[CH2:15][C:14](=[CH2:16])[C@H:13]([CH2:17][CH2:18][C@H:19]2[CH2:24][C@@H:23]([CH3:25])[C:22](=[CH2:26])[C@@H:21]([CH2:27][C@H:28]3[C@H:32]([CH2:33][S:34]([C:37]4[CH:42]=[CH:41][CH:40]=[CH:39][CH:38]=4)(=[O:36])=[O:35])[C@@H:31]([O:43][CH3:44])[C@@H:30]([CH2:45][C@H:46]([O:56][Si:57]([C:60]([CH3:63])([CH3:62])[CH3:61])([CH3:59])[CH3:58])[CH2:47][O:48][Si:49]([C:52]([CH3:55])([CH3:54])[CH3:53])([CH3:51])[CH3:50])[O:29]3)[O:20]2)[O:12]1)(=O)C(C)(C)C.CC(C[AlH]CC(C)C)C. The catalyst is C1(C)C=CC=CC=1. The product is [Si:57]([O:56][C@H:46]([CH2:47][O:48][Si:49]([C:52]([CH3:53])([CH3:55])[CH3:54])([CH3:50])[CH3:51])[CH2:45][C@H:30]1[O:29][C@@H:28]([CH2:27][C@H:21]2[O:20][C@@H:19]([CH2:18][CH2:17][C@@H:13]3[O:12][C@@H:11]([CH2:10][CH2:9][CH2:8][OH:7])[CH2:15][C:14]3=[CH2:16])[CH2:24][C@@H:23]([CH3:25])[C:22]2=[CH2:26])[C@H:32]([CH2:33][S:34]([C:37]2[CH:38]=[CH:39][CH:40]=[CH:41][CH:42]=2)(=[O:35])=[O:36])[C@H:31]1[O:43][CH3:44])([C:60]([CH3:61])([CH3:62])[CH3:63])([CH3:59])[CH3:58]. The yield is 0.600. (5) The reactants are C(OC([NH:8][C@@H:9]([CH2:13][C:14]1[CH:19]=[CH:18][C:17]([C:20]#[N:21])=[CH:16][CH:15]=1)[C:10]([OH:12])=[O:11])=O)(C)(C)C.S(Cl)(Cl)=O.[CH3:26]O. No catalyst specified. The product is [NH2:8][C@@H:9]([CH2:13][C:14]1[CH:19]=[CH:18][C:17]([C:20]#[N:21])=[CH:16][CH:15]=1)[C:10]([O:12][CH3:26])=[O:11]. The yield is 0.970.